From a dataset of Forward reaction prediction with 1.9M reactions from USPTO patents (1976-2016). Predict the product of the given reaction. (1) Given the reactants [CH2:1]([CH:5]([C:10](=[O:13])[CH2:11]C)[C:6]([O:8][CH3:9])=[O:7])[CH2:2][CH2:3][CH3:4].[CH3:14][O:15]CC(=O)CC(OC)=O, predict the reaction product. The product is: [CH2:1]([CH:5]([C:10](=[O:13])[CH2:11][O:15][CH3:14])[C:6]([O:8][CH3:9])=[O:7])[CH2:2][CH2:3][CH3:4]. (2) Given the reactants [CH2:1]([N:4]1[CH:8]=[C:7]([C:9]([O:11][CH2:12][CH3:13])=[O:10])[N:6]=[C:5]1[Br:14])[CH:2]=[CH2:3].[Cl:15][C:16]1[CH:23]=[CH:22][C:19]([CH:20]=[O:21])=[CH:18][CH:17]=1.[Li+].CC([N-]C(C)C)C, predict the reaction product. The product is: [CH2:1]([N:4]1[C:8]([CH:20]([C:19]2[CH:22]=[CH:23][C:16]([Cl:15])=[CH:17][CH:18]=2)[OH:21])=[C:7]([C:9]([O:11][CH2:12][CH3:13])=[O:10])[N:6]=[C:5]1[Br:14])[CH:2]=[CH2:3]. (3) The product is: [CH3:13][O:12][C:7]1[CH:6]=[C:5]([SH:4])[CH:10]=[C:9]([CH3:11])[CH:8]=1. Given the reactants CN(C)C(=O)[S:4][C:5]1[CH:10]=[C:9]([CH3:11])[CH:8]=[C:7]([O:12][CH3:13])[CH:6]=1.[OH-].[K+], predict the reaction product. (4) Given the reactants [CH2:1]([O:46][C:47]1([C:80]2[CH:85]=[CH:84][CH:83]=[CH:82][C:81]=2[C:86]#[CH:87])[C@H:51]2[C@H:52](O[Si](C(C)(C)C)(C)C)[N:53](C(OCC(Cl)(Cl)Cl)=O)[C:54]3[CH:61]=[CH:60][C:59]([O:62][CH3:63])=[CH:58][C:55]=3[C:56](=[O:57])[N:50]2[CH:49]=[CH:48]1)[CH2:2][CH2:3][O:4][C:5]1([C:38]2[CH:43]=[CH:42][CH:41]=[CH:40][C:39]=2[C:44]#[CH:45])[C@H:9]2[C@H:10](O[Si](C(C)(C)C)(C)C)[N:11](C(OCC(Cl)(Cl)Cl)=O)[C:12]3[CH:19]=[CH:18][C:17]([O:20][CH3:21])=[CH:16][C:13]=3[C:14](=[O:15])[N:8]2[CH:7]=[CH:6]1, predict the reaction product. The product is: [CH2:3]([O:4][C:5]1([C:38]2[CH:43]=[CH:42][CH:41]=[CH:40][C:39]=2[C:44]#[CH:45])[C@@H:9]2[CH:10]=[N:11][C:12]3[CH:19]=[CH:18][C:17]([O:20][CH3:21])=[CH:16][C:13]=3[C:14](=[O:15])[N:8]2[CH:7]=[CH:6]1)[CH2:2][CH2:1][O:46][C:47]1([C:80]2[CH:85]=[CH:84][CH:83]=[CH:82][C:81]=2[C:86]#[CH:87])[C@@H:51]2[CH:52]=[N:53][C:54]3[CH:61]=[CH:60][C:59]([O:62][CH3:63])=[CH:58][C:55]=3[C:56](=[O:57])[N:50]2[CH:49]=[CH:48]1. (5) The product is: [CH3:28][O:27][C:25](=[O:26])[C:24]1[CH:29]=[C:20]([CH2:19][O:15][C:12]2[CH:11]=[CH:10][C:9]([C:5]3[CH:6]=[C:7]([F:8])[C:2]([F:1])=[CH:3][C:4]=3[O:16][CH3:17])=[CH:14][CH:13]=2)[CH:21]=[N:22][CH:23]=1. Given the reactants [F:1][C:2]1[C:7]([F:8])=[CH:6][C:5]([C:9]2[CH:14]=[CH:13][C:12]([OH:15])=[CH:11][CH:10]=2)=[C:4]([O:16][CH3:17])[CH:3]=1.O[CH2:19][C:20]1[CH:21]=[N:22][CH:23]=[C:24]([CH:29]=1)[C:25]([O:27][CH3:28])=[O:26].C1(P(C2C=CC=CC=2)C2C=CC=CC=2)C=CC=CC=1.N(C(OC(C)C)=O)=NC(OC(C)C)=O, predict the reaction product.